Predict which catalyst facilitates the given reaction. From a dataset of Catalyst prediction with 721,799 reactions and 888 catalyst types from USPTO. (1) Reactant: [F:1][C:2]([F:19])([F:18])[C:3]1[CH:4]=[C:5]([C:9]2[CH:10]=[N:11][C:12]([C:15](=O)[CH3:16])=[N:13][CH:14]=2)[CH:6]=[CH:7][CH:8]=1.[BH3-]C#[N:22].[Na+]. Product: [F:1][C:2]([F:19])([F:18])[C:3]1[CH:4]=[C:5]([C:9]2[CH:10]=[N:11][C:12]([CH:15]([NH2:22])[CH3:16])=[N:13][CH:14]=2)[CH:6]=[CH:7][CH:8]=1. The catalyst class is: 14. (2) Reactant: [Br:1][C:2]1[CH:9]=[CH:8][C:5]([C:6]#[N:7])=[C:4](F)[CH:3]=1.Cl.[C:12]1([NH:18][NH2:19])[CH:17]=[CH:16][CH:15]=[CH:14][CH:13]=1.C(N(C(C)C)CC)(C)C. Product: [Br:1][C:2]1[CH:3]=[CH:4][C:5]2[C:8]([CH:9]=1)=[N:19][N:18]([C:12]1[CH:17]=[CH:16][CH:15]=[CH:14][CH:13]=1)[C:6]=2[NH2:7]. The catalyst class is: 51. (3) Reactant: [CH:1]([NH:3][NH2:4])=[O:2].[F:5][C:6]1[CH:15]=[CH:14][CH:13]=[CH:12][C:7]=1[CH2:8][N:9]=[C:10]=[O:11]. Product: [F:5][C:6]1[CH:15]=[CH:14][CH:13]=[CH:12][C:7]=1[CH2:8][NH:9][C:10]([NH:4][NH:3][CH:1]=[O:2])=[O:11]. The catalyst class is: 1.